From a dataset of Catalyst prediction with 721,799 reactions and 888 catalyst types from USPTO. Predict which catalyst facilitates the given reaction. (1) Reactant: S(Cl)(Cl)=O.[Cl:5][C:6]1[N:11]=[C:10]([C:12]([OH:14])=[O:13])[CH:9]=[CH:8][CH:7]=1.[CH3:15]O. Product: [Cl:5][C:6]1[N:11]=[C:10]([C:12]([O:14][CH3:15])=[O:13])[CH:9]=[CH:8][CH:7]=1. The catalyst class is: 22. (2) Reactant: [C:1](Cl)(=[O:3])[CH3:2].[C:5]1([CH3:23])[CH:10]=[CH:9][C:8]([N:11]2[C:15]3([CH2:20][CH2:19][NH:18][CH2:17][CH2:16]3)[C:14](=[O:21])[NH:13][C:12]2=[O:22])=[CH:7][CH:6]=1. Product: [C:1]([N:18]1[CH2:19][CH2:20][C:15]2([N:11]([C:8]3[CH:7]=[CH:6][C:5]([CH3:23])=[CH:10][CH:9]=3)[C:12](=[O:22])[NH:13][C:14]2=[O:21])[CH2:16][CH2:17]1)(=[O:3])[CH3:2]. The catalyst class is: 4. (3) Reactant: O[Li].O.C([O:6][C:7](=[O:25])[CH2:8][CH2:9][CH2:10][CH2:11][C:12]1[CH:16]=[C:15]([C:17]2[CH:22]=[CH:21][CH:20]=[CH:19][C:18]=2[O:23][CH3:24])[O:14][N:13]=1)C.Cl. Product: [CH3:24][O:23][C:18]1[CH:19]=[CH:20][CH:21]=[CH:22][C:17]=1[C:15]1[O:14][N:13]=[C:12]([CH2:11][CH2:10][CH2:9][CH2:8][C:7]([OH:25])=[O:6])[CH:16]=1. The catalyst class is: 127.